From a dataset of Forward reaction prediction with 1.9M reactions from USPTO patents (1976-2016). Predict the product of the given reaction. (1) Given the reactants [CH3:1][O:2][C:3]([C:5]1[C:6]([OH:33])=[C:7]2[C:12](=[CH:13][N:14]=1)[N:11]([CH2:15][C:16]1[CH:21]=[CH:20][CH:19]=[CH:18][CH:17]=1)[C:10](=[O:22])[C:9]([C:23]1[CH:28]=[CH:27][C:26]([C:29]([F:32])([F:31])[F:30])=[CH:25][CH:24]=1)=[CH:8]2)=[O:4].[Br:34]N1C(=O)CCC1=O, predict the reaction product. The product is: [CH3:1][O:2][C:3]([C:5]1[C:6]([OH:33])=[C:7]2[C:12](=[C:13]([Br:34])[N:14]=1)[N:11]([CH2:15][C:16]1[CH:17]=[CH:18][CH:19]=[CH:20][CH:21]=1)[C:10](=[O:22])[C:9]([C:23]1[CH:24]=[CH:25][C:26]([C:29]([F:32])([F:31])[F:30])=[CH:27][CH:28]=1)=[CH:8]2)=[O:4]. (2) Given the reactants [CH3:1][NH:2][NH2:3].[F:4][C:5]([F:16])([F:15])[C:6](=O)[CH:7]([CH3:13])[C:8](OCC)=[O:9].Cl, predict the reaction product. The product is: [CH3:1][N:2]1[C:8]([OH:9])=[C:7]([CH3:13])[C:6]([C:5]([F:16])([F:15])[F:4])=[N:3]1.